This data is from Full USPTO retrosynthesis dataset with 1.9M reactions from patents (1976-2016). The task is: Predict the reactants needed to synthesize the given product. Given the product [F:24][C:22]([F:23])([F:25])[CH:21]([N:26]1[CH2:30][CH2:29][C@H:28]([NH:31][C:32](=[O:38])[O:33][C:34]([CH3:37])([CH3:36])[CH3:35])[CH2:27]1)[C:18]1[CH:19]=[CH:20][C:15]2[N:16]([C:12]([C:8]3[CH:7]=[CH:6][C:5]4[C:10](=[CH:11][C:2]([NH:44][C:39](=[O:43])[CH:40]([CH3:42])[CH3:41])=[CH:3][CH:4]=4)[N:9]=3)=[N:13][N:14]=2)[CH:17]=1, predict the reactants needed to synthesize it. The reactants are: Br[C:2]1[CH:11]=[C:10]2[C:5]([CH:6]=[CH:7][C:8]([C:12]3[N:16]4[CH:17]=[C:18]([CH:21]([N:26]5[CH2:30][CH2:29][C@H:28]([NH:31][C:32](=[O:38])[O:33][C:34]([CH3:37])([CH3:36])[CH3:35])[CH2:27]5)[C:22]([F:25])([F:24])[F:23])[CH:19]=[CH:20][C:15]4=[N:14][N:13]=3)=[N:9]2)=[CH:4][CH:3]=1.[C:39]([NH2:44])(=[O:43])[CH:40]([CH3:42])[CH3:41].[O-]P([O-])([O-])=O.[K+].[K+].[K+].CNCCNC.